From a dataset of Reaction yield outcomes from USPTO patents with 853,638 reactions. Predict the reaction yield, written as a fraction of the theoretical maximum amount of product (1.0 means a 100% yield; for example, 0.34 means a 34% yield). The reactants are [Cl:1][C:2]1[CH:7]=[CH:6][C:5]([C:8]2[C:12]([CH2:13][O:14][C:15]3[CH:16]=[C:17]([C:21](O)=[O:22])[N:18]([CH3:20])[N:19]=3)=[C:11]([CH2:24][OH:25])[O:10][N:9]=2)=[CH:4][CH:3]=1.[CH3:26][C:27]1([NH2:31])[CH2:30][O:29][CH2:28]1. No catalyst specified. The product is [CH3:26][C:27]1([NH:31][C:21]([C:17]2[N:18]([CH3:20])[N:19]=[C:15]([O:14][CH2:13][C:12]3[C:8]([C:5]4[CH:4]=[CH:3][C:2]([Cl:1])=[CH:7][CH:6]=4)=[N:9][O:10][C:11]=3[CH2:24][OH:25])[CH:16]=2)=[O:22])[CH2:30][O:29][CH2:28]1. The yield is 0.320.